From a dataset of Full USPTO retrosynthesis dataset with 1.9M reactions from patents (1976-2016). Predict the reactants needed to synthesize the given product. (1) Given the product [CH2:1]([C:14]1[CH:15]=[CH:16][CH:17]=[CH:18][C:13]=1[CH2:12][OH:11])[C:2]1[CH:7]=[CH:6][CH:5]=[CH:4][CH:3]=1, predict the reactants needed to synthesize it. The reactants are: [CH2:1](Br)[C:2]1[CH:7]=[CH:6][CH:5]=[CH:4][CH:3]=1.O.O.[OH:11][CH2:12][C:13]1[CH:18]=[CH:17][CH:16]=[CH:15][C:14]=1B(O)O.[O-]P([O-])([O-])=O.[K+].[K+].[K+]. (2) Given the product [C:1]([C:5]1[CH:10]=[CH:9][C:8]([C:11]2[N:12]=[CH:13][N:14]=[C:15]([O:18][C:19]3[CH:28]=[C:27]4[C:22]([CH:23]=[CH:24][CH:25]=[N:26]4)=[CH:21][CH:20]=3)[CH:16]=2)=[CH:7][CH:6]=1)([CH3:4])([CH3:3])[CH3:2], predict the reactants needed to synthesize it. The reactants are: [C:1]([C:5]1[CH:10]=[CH:9][C:8]([C:11]2[CH:16]=[C:15](Cl)[N:14]=[CH:13][N:12]=2)=[CH:7][CH:6]=1)([CH3:4])([CH3:3])[CH3:2].[OH:18][C:19]1[CH:28]=[C:27]2[C:22]([CH:23]=[CH:24][CH:25]=[N:26]2)=[CH:21][CH:20]=1.[H-].[Na+]. (3) Given the product [CH:10]1([S:9][C:4]2[C:3]([CH2:2][O:27][C:24]3[CH:23]=[CH:22][C:21]([CH2:20][CH:19]([CH3:28])[C:18]([OH:29])=[O:17])=[CH:26][CH:25]=3)=[CH:8][CH:7]=[CH:6][N:5]=2)[CH2:14][CH2:13][CH2:12][CH2:11]1, predict the reactants needed to synthesize it. The reactants are: Cl[CH2:2][C:3]1[C:4]([S:9][CH:10]2[CH2:14][CH2:13][CH2:12][CH2:11]2)=[N:5][CH:6]=[CH:7][CH:8]=1.C([O:17][C:18](=[O:29])[CH:19]([CH3:28])[CH2:20][C:21]1[CH:26]=[CH:25][C:24]([OH:27])=[CH:23][CH:22]=1)C. (4) Given the product [Br:1][C:2]1[CH:7]=[C:6]([Cl:8])[CH:5]=[CH:4][C:3]=1[C@@H:9]([NH:12][C:13](=[O:19])[O:14][C:15]([CH3:16])([CH3:18])[CH3:17])[C@@H:10]([C:25]1[CH:24]=[CH:23][CH:22]=[C:21]([Cl:20])[CH:26]=1)[OH:11], predict the reactants needed to synthesize it. The reactants are: [Br:1][C:2]1[CH:7]=[C:6]([Cl:8])[CH:5]=[CH:4][C:3]=1[C@@H:9]([NH:12][C:13](=[O:19])[O:14][C:15]([CH3:18])([CH3:17])[CH3:16])[CH:10]=[O:11].[Cl:20][C:21]1[CH:22]=[C:23]([Mg]Br)[CH:24]=[CH:25][CH:26]=1. (5) The reactants are: B(F)(F)F.CCOCC.[CH3:10][C:11]1[C:16](N)=[CH:15][CH:14]=[C:13]([N:18]2[CH:22]=[N:21][CH:20]=[N:19]2)[N:12]=1.N(OC(C)(C)C)=O.[C:30]([O:33]C(=O)C)(=[O:32])[CH3:31]. Given the product [CH3:10][C:11]1[C:16]([O:33][C:30](=[O:32])[CH3:31])=[CH:15][CH:14]=[C:13]([N:18]2[CH:22]=[N:21][CH:20]=[N:19]2)[N:12]=1, predict the reactants needed to synthesize it. (6) Given the product [CH2:1]([O:3][C:4](=[O:18])[CH2:5][CH2:6][C:7]1[C:16]2[CH2:15][CH2:14][CH2:13][CH2:12][C:11]=2[C:10]([O:17][CH2:20][C:21]2[C:22]([CH:37]3[CH2:39][CH2:38]3)=[N:23][C:24]([C:27]3[CH:28]=[CH:29][C:30]([C:33]([F:35])([F:36])[F:34])=[CH:31][CH:32]=3)=[N:25][CH:26]=2)=[CH:9][CH:8]=1)[CH3:2], predict the reactants needed to synthesize it. The reactants are: [CH2:1]([O:3][C:4](=[O:18])[CH2:5][CH2:6][C:7]1[C:16]2[CH2:15][CH2:14][CH2:13][CH2:12][C:11]=2[C:10]([OH:17])=[CH:9][CH:8]=1)[CH3:2].Cl[CH2:20][C:21]1[C:22]([CH:37]2[CH2:39][CH2:38]2)=[N:23][C:24]([C:27]2[CH:32]=[CH:31][C:30]([C:33]([F:36])([F:35])[F:34])=[CH:29][CH:28]=2)=[N:25][CH:26]=1. (7) Given the product [F:13][C:14]1[CH:19]=[C:18]([C:20]([F:21])([F:22])[F:23])[CH:17]=[CH:16][C:15]=1[C:2]1[C:11]2[CH2:10][CH2:9][CH2:8][C@@H:7]([NH2:12])[C:6]=2[CH:5]=[N:4][CH:3]=1, predict the reactants needed to synthesize it. The reactants are: Br[C:2]1[C:11]2[CH2:10][CH2:9][CH2:8][C@@H:7]([NH2:12])[C:6]=2[CH:5]=[N:4][CH:3]=1.[F:13][C:14]1[CH:19]=[C:18]([C:20]([F:23])([F:22])[F:21])[CH:17]=[CH:16][C:15]=1B(O)O.